This data is from Catalyst prediction with 721,799 reactions and 888 catalyst types from USPTO. The task is: Predict which catalyst facilitates the given reaction. (1) Reactant: [NH2:1][C:2]1[C:3]([CH3:16])=[C:4]([CH:9]=[C:10]([C:12]([F:15])([F:14])[F:13])[CH:11]=1)[C:5]([O:7][CH3:8])=[O:6].[C:17]([N:24]1[CH2:29][CH2:28][CH2:27][CH2:26][C:25]1=O)([O:19][C:20]([CH3:23])([CH3:22])[CH3:21])=[O:18].C(O[BH-](OC(=O)C)OC(=O)C)(=O)C.[Na+].C([O-])(O)=O.[Na+]. Product: [C:20]([O:19][C:17]([N:24]1[CH2:29][CH2:28][CH:27]([NH:1][C:2]2[CH:11]=[C:10]([C:12]([F:13])([F:14])[F:15])[CH:9]=[C:4]([C:5]([O:7][CH3:8])=[O:6])[C:3]=2[CH3:16])[CH2:26][CH2:25]1)=[O:18])([CH3:23])([CH3:21])[CH3:22]. The catalyst class is: 585. (2) Reactant: Br[C:2]1[CH:7]=[C:6]([CH2:8][CH3:9])[C:5]([O:10][CH3:11])=[C:4]([CH2:12][CH3:13])[CH:3]=1.C([Li])CCC.[C:19](=[O:21])=[O:20]. Product: [CH2:12]([C:4]1[CH:3]=[C:2]([CH:7]=[C:6]([CH2:8][CH3:9])[C:5]=1[O:10][CH3:11])[C:19]([OH:21])=[O:20])[CH3:13]. The catalyst class is: 49.